The task is: Predict the reaction yield, written as a fraction of the theoretical maximum amount of product (1.0 means a 100% yield; for example, 0.34 means a 34% yield).. This data is from Reaction yield outcomes from USPTO patents with 853,638 reactions. (1) The product is [CH3:1][C:2]1[CH:9]=[CH:8][CH:7]=[CH:6][C:3]=1[CH:4]=[CH:17][C:18]([OH:20])=[O:19]. The reactants are [CH3:1][C:2]1[CH:9]=[CH:8][CH:7]=[CH:6][C:3]=1[CH:4]=O.N1C=CC=CC=1.C(O)(=O)[CH2:17][C:18]([OH:20])=[O:19].Cl. No catalyst specified. The yield is 0.870. (2) The reactants are C(O[C:6]([N:8]1[CH2:12][CH:11]([CH2:13][O:14][CH3:15])[CH2:10][CH:9]1[C:16]1[NH:17][C:18]([C:21]2[CH:26]=[CH:25][C:24]([Br:27])=[CH:23][CH:22]=2)=[CH:19][N:20]=1)=[O:7])(C)(C)C.Cl.[CH3:29][O:30][C:31]([NH:33][CH:34]([CH:38]([CH3:40])[CH3:39])C(O)=O)=[O:32].CN(C(ON1N=NC2C=CC=NC1=2)=[N+](C)C)C.F[P-](F)(F)(F)(F)F.C(N(CC)CC)C. The catalyst is C(Cl)Cl.CN(C=O)C.CCOC(C)=O. The product is [CH3:29][O:30][C:31](=[O:32])[NH:33][CH:34]([C:6]([N:8]1[CH2:12][CH:11]([CH2:13][O:14][CH3:15])[CH2:10][CH:9]1[C:16]1[NH:17][C:18]([C:21]2[CH:22]=[CH:23][C:24]([Br:27])=[CH:25][CH:26]=2)=[CH:19][N:20]=1)=[O:7])[CH:38]([CH3:40])[CH3:39]. The yield is 0.980. (3) The reactants are [O:1]=[C:2]1[CH2:6][CH2:5][C:4](=[O:7])[N:3]1[C:8]1[N:13]=[CH:12][C:11]([CH:14]=[CH:15][C:16]([N:18]([CH3:30])[CH2:19][C:20]2[S:24][C:23]3[CH:25]=[CH:26][CH:27]=[CH:28][C:22]=3[C:21]=2[CH3:29])=[O:17])=[CH:10][CH:9]=1.O=C1CCC(=O)N1C1N=CC(/C=C/C([N:48]([CH3:60])[CH2:49][C:50]2[N:51]([CH3:59])[C:52]3C(C=2)=CC=CC=3)=O)=CC=1.CN1CCNCC1.N. No catalyst specified. The product is [CH3:30][N:18]([CH2:19][C:20]1[S:24][C:23]2[CH:25]=[CH:26][CH:27]=[CH:28][C:22]=2[C:21]=1[CH3:29])[C:16](/[CH:15]=[CH:14]/[C:11]1[CH:10]=[CH:9][C:8]([NH:3][C:4](=[O:7])[CH2:5][CH2:6][C:2]([N:48]2[CH2:49][CH2:50][N:51]([CH3:59])[CH2:52][CH2:60]2)=[O:1])=[N:13][CH:12]=1)=[O:17]. The yield is 0.510. (4) The reactants are [Cl:1][C:2]1[CH:9]=[CH:8][C:5]([C:6]#[N:7])=[CH:4][CH:3]=1.Cl.[NH2:11][OH:12].C(N(C(C)C)C(C)C)C. The catalyst is C(O)C. The product is [Cl:1][C:2]1[CH:9]=[CH:8][C:5]([C:6](=[N:11][OH:12])[NH2:7])=[CH:4][CH:3]=1. The yield is 0.970. (5) The reactants are C([Li])CCC.Br[C:7]1[S:11][C:10]([CH:12]2[O:16][CH2:15][CH2:14][O:13]2)=[CH:9][CH:8]=1.[F:17][C:18]1[CH:25]=[CH:24][C:21]([CH2:22]Br)=[CH:20][CH:19]=1.O. The catalyst is O1CCCC1.C(OCC)(=O)C. The product is [F:17][C:18]1[CH:25]=[CH:24][C:21]([CH2:22][C:7]2[S:11][C:10]([CH:12]3[O:16][CH2:15][CH2:14][O:13]3)=[CH:9][CH:8]=2)=[CH:20][CH:19]=1. The yield is 0.264.